The task is: Predict the product of the given reaction.. This data is from Forward reaction prediction with 1.9M reactions from USPTO patents (1976-2016). (1) Given the reactants [F:1][C:2]1([F:23])[CH2:13][CH:12]=[CH:11][CH2:10][C@@H:9]([CH3:14])[C:8](=[O:15])[O:7][CH2:6][C@@H:5]([C:16]2[CH:21]=[CH:20][CH:19]=[CH:18][CH:17]=2)[NH:4][C:3]1=[O:22], predict the reaction product. The product is: [F:23][C:2]1([F:1])[CH2:13][CH2:12][CH2:11][CH2:10][C@@H:9]([CH3:14])[C:8](=[O:15])[O:7][CH2:6][C@@H:5]([C:16]2[CH:21]=[CH:20][CH:19]=[CH:18][CH:17]=2)[NH:4][C:3]1=[O:22]. (2) Given the reactants [NH:1]([C:3]1[CH:11]=[CH:10][C:6]([C:7]([OH:9])=[O:8])=[CH:5][CH:4]=1)[NH2:2].[C:12]([CH2:14][C:15]([C:17]1[CH:26]=[CH:25][C:20]([C:21]([O:23][CH3:24])=[O:22])=[CH:19][CH:18]=1)=O)#[N:13], predict the reaction product. The product is: [NH2:13][C:12]1[N:1]([C:3]2[CH:4]=[CH:5][C:6]([C:7]([OH:9])=[O:8])=[CH:10][CH:11]=2)[N:2]=[C:15]([C:17]2[CH:26]=[CH:25][C:20]([C:21]([O:23][CH3:24])=[O:22])=[CH:19][CH:18]=2)[CH:14]=1. (3) Given the reactants [C:1]([C:3]1[CH:8]=[CH:7][C:6]([NH:9][C:10](=[O:19])[CH2:11][CH:12]([CH3:18])[CH2:13][C:14]([O:16][CH3:17])=[O:15])=[CH:5][CH:4]=1)#[N:2].[H-].[Na+].[CH2:22](Br)[C:23]1[CH:28]=[CH:27][CH:26]=[CH:25][CH:24]=1.O, predict the reaction product. The product is: [CH2:22]([N:9]([C:6]1[CH:5]=[CH:4][C:3]([C:1]#[N:2])=[CH:8][CH:7]=1)[C:10](=[O:19])[CH2:11][CH:12]([CH3:18])[CH2:13][C:14]([O:16][CH3:17])=[O:15])[C:23]1[CH:28]=[CH:27][CH:26]=[CH:25][CH:24]=1. (4) Given the reactants [N+:1]([C:4]1[CH:5]=[CH:6][C:7]([CH2:13][C:14]([OH:16])=O)=[C:8]([CH:12]=1)[C:9](O)=[O:10])([O-:3])=[O:2].O.[NH3:18], predict the reaction product. The product is: [N+:1]([C:4]1[CH:12]=[C:8]2[C:7]([CH2:13][C:14](=[O:16])[NH:18][C:9]2=[O:10])=[CH:6][CH:5]=1)([O-:3])=[O:2].